From a dataset of NCI-60 drug combinations with 297,098 pairs across 59 cell lines. Regression. Given two drug SMILES strings and cell line genomic features, predict the synergy score measuring deviation from expected non-interaction effect. (1) Drug 1: CC1C(C(CC(O1)OC2CC(CC3=C2C(=C4C(=C3O)C(=O)C5=C(C4=O)C(=CC=C5)OC)O)(C(=O)C)O)N)O.Cl. Drug 2: CC=C1C(=O)NC(C(=O)OC2CC(=O)NC(C(=O)NC(CSSCCC=C2)C(=O)N1)C(C)C)C(C)C. Cell line: NCI/ADR-RES. Synergy scores: CSS=1.82, Synergy_ZIP=0.154, Synergy_Bliss=0.431, Synergy_Loewe=-0.564, Synergy_HSA=-1.05. (2) Drug 1: CCN(CC)CCCC(C)NC1=C2C=C(C=CC2=NC3=C1C=CC(=C3)Cl)OC. Drug 2: COCCOC1=C(C=C2C(=C1)C(=NC=N2)NC3=CC=CC(=C3)C#C)OCCOC.Cl. Cell line: MCF7. Synergy scores: CSS=1.74, Synergy_ZIP=-5.35, Synergy_Bliss=-1.89, Synergy_Loewe=-16.2, Synergy_HSA=-5.01. (3) Drug 1: C1=CC(=CC=C1CC(C(=O)O)N)N(CCCl)CCCl.Cl. Drug 2: CN1C2=C(C=C(C=C2)N(CCCl)CCCl)N=C1CCCC(=O)O.Cl. Cell line: KM12. Synergy scores: CSS=4.84, Synergy_ZIP=-1.98, Synergy_Bliss=-1.33, Synergy_Loewe=3.36, Synergy_HSA=3.37. (4) Cell line: UACC62. Drug 1: CN(C)C1=NC(=NC(=N1)N(C)C)N(C)C. Synergy scores: CSS=13.2, Synergy_ZIP=-3.74, Synergy_Bliss=1.02, Synergy_Loewe=-62.3, Synergy_HSA=0.376. Drug 2: C1=CN(C(=O)N=C1N)C2C(C(C(O2)CO)O)O.Cl. (5) Drug 1: CC1=CC=C(C=C1)C2=CC(=NN2C3=CC=C(C=C3)S(=O)(=O)N)C(F)(F)F. Drug 2: CCN(CC)CCCC(C)NC1=C2C=C(C=CC2=NC3=C1C=CC(=C3)Cl)OC. Cell line: M14. Synergy scores: CSS=10.6, Synergy_ZIP=-3.36, Synergy_Bliss=0.196, Synergy_Loewe=-2.04, Synergy_HSA=0.455. (6) Drug 1: COC1=CC(=CC(=C1O)OC)C2C3C(COC3=O)C(C4=CC5=C(C=C24)OCO5)OC6C(C(C7C(O6)COC(O7)C8=CC=CS8)O)O. Drug 2: C1=NC2=C(N=C(N=C2N1C3C(C(C(O3)CO)O)F)Cl)N. Cell line: HCT116. Synergy scores: CSS=63.0, Synergy_ZIP=-8.65, Synergy_Bliss=-8.58, Synergy_Loewe=-8.31, Synergy_HSA=-5.13. (7) Drug 1: CN(C)N=NC1=C(NC=N1)C(=O)N. Drug 2: CC12CCC3C(C1CCC2OP(=O)(O)O)CCC4=C3C=CC(=C4)OC(=O)N(CCCl)CCCl.[Na+]. Cell line: HL-60(TB). Synergy scores: CSS=-0.703, Synergy_ZIP=-8.91, Synergy_Bliss=-19.4, Synergy_Loewe=-19.3, Synergy_HSA=-16.2. (8) Drug 1: CNC(=O)C1=NC=CC(=C1)OC2=CC=C(C=C2)NC(=O)NC3=CC(=C(C=C3)Cl)C(F)(F)F. Drug 2: N.N.Cl[Pt+2]Cl. Cell line: SW-620. Synergy scores: CSS=6.25, Synergy_ZIP=5.73, Synergy_Bliss=-1.54, Synergy_Loewe=-31.0, Synergy_HSA=-12.8. (9) Drug 1: C1CCC(CC1)NC(=O)N(CCCl)N=O. Drug 2: CC(C)NC(=O)C1=CC=C(C=C1)CNNC.Cl. Cell line: PC-3. Synergy scores: CSS=6.72, Synergy_ZIP=-4.06, Synergy_Bliss=-2.69, Synergy_Loewe=-9.68, Synergy_HSA=-5.72.